From a dataset of Catalyst prediction with 721,799 reactions and 888 catalyst types from USPTO. Predict which catalyst facilitates the given reaction. (1) Reactant: [NH2:1][CH2:2][CH2:3][O:4][CH2:5][CH2:6][OH:7].[OH-].[Na+].[C:10](O[C:10]([O:12][C:13]([CH3:16])([CH3:15])[CH3:14])=[O:11])([O:12][C:13]([CH3:16])([CH3:15])[CH3:14])=[O:11]. Product: [OH:7][CH2:6][CH2:5][O:4][CH2:3][CH2:2][NH:1][C:10](=[O:11])[O:12][C:13]([CH3:16])([CH3:15])[CH3:14]. The catalyst class is: 7. (2) Reactant: [NH2:1][CH2:2][CH2:3][C@H:4]([NH:24][C:25](=[O:31])[O:26][C:27]([CH3:30])([CH3:29])[CH3:28])[CH2:5][O:6][Si:7]([C:20]([CH3:23])([CH3:22])[CH3:21])([C:14]1[CH:19]=[CH:18][CH:17]=[CH:16][CH:15]=1)[C:8]1[CH:13]=[CH:12][CH:11]=[CH:10][CH:9]=1.C([O-])(O)=O.[Na+].[C:37](O[C:37]([O:39][C:40]([CH3:43])([CH3:42])[CH3:41])=[O:38])([O:39][C:40]([CH3:43])([CH3:42])[CH3:41])=[O:38]. Product: [Si:7]([O:6][CH2:5][C@@H:4]([NH:24][C:25](=[O:31])[O:26][C:27]([CH3:30])([CH3:29])[CH3:28])[CH2:3][CH2:2][NH:1][C:37](=[O:38])[O:39][C:40]([CH3:43])([CH3:42])[CH3:41])([C:20]([CH3:23])([CH3:21])[CH3:22])([C:8]1[CH:13]=[CH:12][CH:11]=[CH:10][CH:9]=1)[C:14]1[CH:19]=[CH:18][CH:17]=[CH:16][CH:15]=1. The catalyst class is: 2.